Dataset: Forward reaction prediction with 1.9M reactions from USPTO patents (1976-2016). Task: Predict the product of the given reaction. (1) Given the reactants [OH-].[Na+].[CH3:3][C:4]1[O:8][C:7]([C:9]2[CH:14]=[CH:13][CH:12]=[CH:11][CH:10]=2)=[N:6][C:5]=1[CH2:15][O:16][C:17]1[CH:37]=[CH:36][C:20]([CH2:21][O:22]/[N:23]=[C:24](/[C:30]2[CH:31]=[N:32][CH:33]=[CH:34][CH:35]=2)\[C:25]([O:27]CC)=[O:26])=[CH:19][CH:18]=1.CO.Cl, predict the reaction product. The product is: [CH3:3][C:4]1[O:8][C:7]([C:9]2[CH:14]=[CH:13][CH:12]=[CH:11][CH:10]=2)=[N:6][C:5]=1[CH2:15][O:16][C:17]1[CH:37]=[CH:36][C:20]([CH2:21][O:22]/[N:23]=[C:24](/[C:30]2[CH:31]=[N:32][CH:33]=[CH:34][CH:35]=2)\[C:25]([OH:27])=[O:26])=[CH:19][CH:18]=1. (2) The product is: [NH:48]1[C:44]2=[N:45][CH:46]=[N:47][C:42]([NH:41][C@@H:37]3[CH2:38][CH2:39][CH2:40][N:35]([C:11](=[O:13])[CH2:10][NH:9][C:4]4[CH:5]=[C:6]([F:8])[CH:7]=[C:2]([Cl:1])[CH:3]=4)[CH2:36]3)=[C:43]2[CH:50]=[N:49]1. Given the reactants [Cl:1][C:2]1[CH:3]=[C:4]([NH:9][CH2:10][C:11]([OH:13])=O)[CH:5]=[C:6]([F:8])[CH:7]=1.C1C=CC2N(O)N=NC=2C=1.CCN=C=NCCCN(C)C.[NH:35]1[CH2:40][CH2:39][CH2:38][C@@H:37]([NH:41][C:42]2[N:47]=[CH:46][N:45]=[C:44]3[NH:48][N:49]=[CH:50][C:43]=23)[CH2:36]1.CCN(C(C)C)C(C)C, predict the reaction product.